Dataset: Reaction yield outcomes from USPTO patents with 853,638 reactions. Task: Predict the reaction yield, written as a fraction of the theoretical maximum amount of product (1.0 means a 100% yield; for example, 0.34 means a 34% yield). (1) The reactants are [NH2:1][C:2]1[N:7]=[C:6]([C:8]([O:10][CH2:11][CH3:12])=[O:9])[CH:5]=[CH:4][CH:3]=1.[C:13](O[C:13]([O:15][C:16]([CH3:19])([CH3:18])[CH3:17])=[O:14])([O:15][C:16]([CH3:19])([CH3:18])[CH3:17])=[O:14]. The catalyst is CC(O)(C)C.CC(C)=O.CN(C1C=CN=CC=1)C. The product is [C:16]([O:15][C:13]([NH:1][C:2]1[N:7]=[C:6]([C:8]([O:10][CH2:11][CH3:12])=[O:9])[CH:5]=[CH:4][CH:3]=1)=[O:14])([CH3:19])([CH3:18])[CH3:17]. The yield is 0.910. (2) The reactants are [CH2:1]([O:3][C:4]1[CH:5]=[C:6]2[C:11](=[CH:12][C:13]=1[N+:14]([O-])=O)[N:10]([C:17](=[O:22])[CH2:18][N:19]([CH3:21])[CH3:20])[CH2:9][CH2:8][CH2:7]2)[CH3:2].[H][H]. The catalyst is CO.[Pd]. The product is [CH3:21][N:19]([CH2:18][C:17]([N:10]1[C:11]2[C:6](=[CH:5][C:4]([O:3][CH2:1][CH3:2])=[C:13]([NH2:14])[CH:12]=2)[CH2:7][CH2:8][CH2:9]1)=[O:22])[CH3:20]. The yield is 0.630. (3) The reactants are [NH2:1][C:2]1[C:7]2[C:8]([C:11]3[CH:16]=[CH:15][C:14]([O:17][C:18]4[CH:23]=[CH:22][CH:21]=[CH:20][CH:19]=4)=[CH:13][CH:12]=3)=[CH:9][S:10][C:6]=2[C:5](/[CH:24]=[CH:25]/[C:26](OCC)=[O:27])=[CH:4][N:3]=1.CC(C[AlH]CC(C)C)C.CO. The catalyst is C1COCC1. The product is [NH2:1][C:2]1[C:7]2[C:8]([C:11]3[CH:12]=[CH:13][C:14]([O:17][C:18]4[CH:23]=[CH:22][CH:21]=[CH:20][CH:19]=4)=[CH:15][CH:16]=3)=[CH:9][S:10][C:6]=2[C:5](/[CH:24]=[CH:25]/[CH2:26][OH:27])=[CH:4][N:3]=1. The yield is 0.490. (4) The reactants are [OH:1][CH:2]1[CH2:5][N:4]([C:6]([C:8]2[CH:13]=[C:12]([S:14]([CH3:17])(=[O:16])=[O:15])[CH:11]=[CH:10][C:9]=2[O:18][C@H:19]([CH3:24])[C:20]([F:23])([F:22])[F:21])=[O:7])[CH2:3]1.F[C:26]1[CH:31]=[CH:30][C:29]([C:32]([F:35])([F:34])[F:33])=[CH:28][CH:27]=1. No catalyst specified. The product is [CH3:17][S:14]([C:12]1[CH:11]=[CH:10][C:9]([O:18][C@H:19]([CH3:24])[C:20]([F:23])([F:22])[F:21])=[C:8]([C:6]([N:4]2[CH2:3][CH:2]([O:1][C:26]3[CH:31]=[CH:30][C:29]([C:32]([F:35])([F:34])[F:33])=[CH:28][CH:27]=3)[CH2:5]2)=[O:7])[CH:13]=1)(=[O:15])=[O:16]. The yield is 0.0900.